Dataset: Full USPTO retrosynthesis dataset with 1.9M reactions from patents (1976-2016). Task: Predict the reactants needed to synthesize the given product. (1) The reactants are: Br[C:2]1[C:3]2[CH:4]=[CH:5][CH:6]=[N:7][C:8]=2[C:9](=[O:20])[N:10]([CH2:12][O:13][CH2:14][CH2:15][Si:16]([CH3:19])([CH3:18])[CH3:17])[CH:11]=1.C1(P(C(P([CH:44]2[CH2:49]CCCC2)C2CCCCC2)(C)C)C2CCCCC2)CCCCC1.[C:50](=O)([O-:52])[O-:51].[K+].[K+].CN(C)C=O.C(O)C. Given the product [O:20]=[C:9]1[C:8]2[N:7]=[CH:6][CH:5]=[CH:4][C:3]=2[C:2]([C:50]([O:52][CH2:49][CH3:44])=[O:51])=[CH:11][N:10]1[CH2:12][O:13][CH2:14][CH2:15][Si:16]([CH3:19])([CH3:18])[CH3:17], predict the reactants needed to synthesize it. (2) Given the product [CH3:1][O:2][C:3](=[O:23])[N:4]([C:14]1[CH:19]=[C:18]([N:80]2[CH2:81][CH2:82][N:77]([CH3:76])[CH2:78][CH2:79]2)[C:17]([F:21])=[C:16]([NH2:96])[CH:15]=1)[CH2:5][C:6]1[CH:11]=[CH:10][C:9]([O:12][CH3:13])=[CH:8][CH:7]=1, predict the reactants needed to synthesize it. The reactants are: [CH3:1][O:2][C:3](=[O:23])[N:4]([C:14]1[CH:19]=[C:18](Br)[C:17]([F:21])=[C:16](Br)[CH:15]=1)[CH2:5][C:6]1[CH:11]=[CH:10][C:9]([O:12][CH3:13])=[CH:8][CH:7]=1.C1C=CC(P(C2C=CC3C(=CC=CC=3)C=2C2C3C(=CC=CC=3)C=CC=2P(C2C=CC=CC=2)C2C=CC=CC=2)C2C=CC=CC=2)=CC=1.C(=O)([O-])[O-].[Cs+].[Cs+].[CH3:76][N:77]1[CH2:82][CH2:81][NH:80][CH2:79][CH2:78]1.C(=[NH:96])(C1C=CC=CC=1)C1C=CC=CC=1.Cl. (3) Given the product [F:16][C:15]([F:18])([F:17])[C:12]1[CH:11]=[C:10]2[C:9]([CH2:4][C:3](=[O:2])[NH:19]2)=[CH:14][CH:13]=1, predict the reactants needed to synthesize it. The reactants are: C[O:2][C:3](=O)[CH:4]([C:9]1[CH:14]=[CH:13][C:12]([C:15]([F:18])([F:17])[F:16])=[CH:11][C:10]=1[N+:19]([O-])=O)C(OC)=O. (4) The reactants are: [CH:1]1([NH2:6])[CH2:5][CH2:4][CH2:3][CH2:2]1.Cl[C:8]1[C:13]([N+:14]([O-:16])=[O:15])=[CH:12][CH:11]=[CH:10][N:9]=1. Given the product [CH:1]1([NH:6][C:8]2[C:13]([N+:14]([O-:16])=[O:15])=[CH:12][CH:11]=[CH:10][N:9]=2)[CH2:5][CH2:4][CH2:3][CH2:2]1, predict the reactants needed to synthesize it. (5) Given the product [CH2:23]([C:20]1[CH:19]=[CH:18][C:17]([CH2:16][C:14]2[CH:13]=[CH:12][C:11]([OH:25])=[C:10]([CH:15]=2)[CH2:9][P:4](=[O:3])([OH:5])[OH:8])=[CH:22][CH:21]=1)[CH3:24], predict the reactants needed to synthesize it. The reactants are: C([O:3][P:4]([CH2:9][C:10]1[CH:15]=[C:14]([CH2:16][C:17]2[CH:22]=[CH:21][C:20]([CH2:23][CH3:24])=[CH:19][CH:18]=2)[CH:13]=[CH:12][C:11]=1[OH:25])(=[O:8])[O:5]CC)C.Br[Si](C)(C)C.CO. (6) Given the product [F:13][C:14]1([F:21])[CH2:19][CH2:18][CH:17]([NH:20][C:5]2[N:6]=[CH:7][CH:8]=[CH:9][C:4]=2[C:3]([O:2][CH3:1])=[O:11])[CH2:16][CH2:15]1, predict the reactants needed to synthesize it. The reactants are: [CH3:1][O:2][C:3](=[O:11])[C:4]1[CH:9]=[CH:8][CH:7]=[N:6][C:5]=1F.Cl.[F:13][C:14]1([F:21])[CH2:19][CH2:18][CH:17]([NH2:20])[CH2:16][CH2:15]1.C(N(CC)CC)C.